From a dataset of Reaction yield outcomes from USPTO patents with 853,638 reactions. Predict the reaction yield, written as a fraction of the theoretical maximum amount of product (1.0 means a 100% yield; for example, 0.34 means a 34% yield). (1) The reactants are [C:1]([C:5]1[CH:12]=[CH:11][C:10]([N+:13]([O-:15])=[O:14])=[CH:9][C:6]=1[C:7]#[N:8])([CH3:4])([CH3:3])[CH3:2].B.C1COCC1.CO.Cl. The catalyst is C1COCC1.O. The product is [C:1]([C:5]1[CH:12]=[CH:11][C:10]([N+:13]([O-:15])=[O:14])=[CH:9][C:6]=1[CH2:7][NH2:8])([CH3:4])([CH3:2])[CH3:3]. The yield is 0.430. (2) The reactants are Br[C:2]1[S:3][C:4]2[CH:10]=[C:9]([OH:11])[CH:8]=[CH:7][C:5]=2[N:6]=1.[CH3:12][CH:13]1[CH2:18][CH2:17][N:16]([C:19]([C:21]2[CH:26]=[CH:25][C:24](B(O)O)=[CH:23][CH:22]=2)=[O:20])[CH2:15][CH2:14]1.P([O-])([O-])([O-])=O.[K+].[K+].[K+]. The catalyst is C(OCCO)C.O.C1C=CC([P]([Pd]([P](C2C=CC=CC=2)(C2C=CC=CC=2)C2C=CC=CC=2)([P](C2C=CC=CC=2)(C2C=CC=CC=2)C2C=CC=CC=2)[P](C2C=CC=CC=2)(C2C=CC=CC=2)C2C=CC=CC=2)(C2C=CC=CC=2)C2C=CC=CC=2)=CC=1. The product is [OH:11][C:9]1[CH:8]=[CH:7][C:5]2[N:6]=[C:2]([C:24]3[CH:23]=[CH:22][C:21]([C:19]([N:16]4[CH2:15][CH2:14][CH:13]([CH3:12])[CH2:18][CH2:17]4)=[O:20])=[CH:26][CH:25]=3)[S:3][C:4]=2[CH:10]=1. The yield is 0.200.